Task: Predict the reactants needed to synthesize the given product.. Dataset: Full USPTO retrosynthesis dataset with 1.9M reactions from patents (1976-2016) (1) Given the product [OH:3][CH:1]([C:6]1[C:7](=[O:12])[CH2:8][CH2:9][C:5]=1[CH3:4])[CH3:2], predict the reactants needed to synthesize it. The reactants are: [CH:1](=[O:3])[CH3:2].[CH3:4][CH2:5][CH2:6][CH2:7][CH2:8][CH3:9].C(OCC)(=[O:12])C. (2) Given the product [ClH:1].[CH:27]1([CH2:30][NH:2][C@@H:3]2[CH2:5][C@H:4]2[C:6]2[S:10][CH:9]=[C:8]([C:11]([NH:13][CH:14]3[CH2:15][CH2:16][C:17]([F:21])([F:20])[CH2:18][CH2:19]3)=[O:12])[CH:7]=2)[CH2:29][CH2:28]1, predict the reactants needed to synthesize it. The reactants are: [ClH:1].[NH2:2][C@@H:3]1[CH2:5][C@H:4]1[C:6]1[S:10][CH:9]=[C:8]([C:11]([NH:13][CH:14]2[CH2:19][CH2:18][C:17]([F:21])([F:20])[CH2:16][CH2:15]2)=[O:12])[CH:7]=1.C(=O)([O-])O.[Na+].[CH:27]1([CH:30]=O)[CH2:29][CH2:28]1.[BH4-].[Na+]. (3) Given the product [C:42]1([N:35]([C:36]2[CH:37]=[CH:38][CH:39]=[CH:40][CH:41]=2)[C:28]2[C:27]3[C:26]4[C:21](=[CH:22][CH:23]=[CH:24][CH:25]=4)[C:13]4([C:12]5[CH:11]=[CH:10][CH:9]=[C:8]([N:7]([C:1]6[CH:2]=[CH:3][CH:4]=[CH:5][CH:6]=6)[C:50]6[CH:51]=[CH:52][CH:53]=[CH:54][CH:55]=6)[C:20]=5[C:19]5[C:14]4=[CH:15][CH:16]=[CH:17][CH:18]=5)[C:32]=3[CH:31]=[CH:30][CH:29]=2)[CH:43]=[CH:44][CH:45]=[CH:46][CH:47]=1, predict the reactants needed to synthesize it. The reactants are: [C:1]1([N:7]([C:50]2[CH:55]=[CH:54][CH:53]=[CH:52][CH:51]=2)[C:8]2[C:20]3[C:19]4[C:14](=[CH:15][CH:16]=[CH:17][CH:18]=4)[C:13]4([C:32]5[C:31](OC)=[CH:30][CH:29]=[C:28]([N:35]([C:42]6[CH:47]=[CH:46][CH:45]=[CH:44][CH:43]=6)[C:36]6[CH:41]=[CH:40][CH:39]=[CH:38][CH:37]=6)[C:27]=5[C:26]5[C:21]4=[CH:22][CH:23]=[CH:24][CH:25]=5)[C:12]=3[C:11](OC)=[CH:10][CH:9]=2)[CH:6]=[CH:5][CH:4]=[CH:3][CH:2]=1.C1(N2C(Cl)=NN=N2)C=CC=CC=1.C([O-])([O-])=O.[K+].[K+]. (4) Given the product [F:1][C:2]1[CH:10]=[N:9][CH:8]=[CH:7][C:3]=1[C:4]([Cl:13])=[O:5], predict the reactants needed to synthesize it. The reactants are: [F:1][C:2]1[CH:10]=[N:9][CH:8]=[CH:7][C:3]=1[C:4](O)=[O:5].S(Cl)([Cl:13])=O. (5) Given the product [C:10]([O:9][C:7]([N:1]1[CH2:6][CH2:5][N:4]([S:22]([CH3:21])(=[O:24])=[O:23])[CH2:3][CH2:2]1)=[O:8])([CH3:13])([CH3:12])[CH3:11], predict the reactants needed to synthesize it. The reactants are: [N:1]1([C:7]([O:9][C:10]([CH3:13])([CH3:12])[CH3:11])=[O:8])[CH2:6][CH2:5][NH:4][CH2:3][CH2:2]1.C(N(CC)CC)C.[CH3:21][S:22](Cl)(=[O:24])=[O:23]. (6) Given the product [O:19]=[C:13]1[CH:12]([N:5]2[C:4](=[O:20])[C:3]3[C:7](=[CH:8][CH:9]=[CH:10][C:2]=3[NH:1][C:27](=[O:28])[C:26]3[CH:30]=[CH:31][C:23]([C:22]([F:21])([F:32])[F:33])=[CH:24][CH:25]=3)[C:6]2=[O:11])[CH2:17][CH2:16][C:15](=[O:18])[NH:14]1, predict the reactants needed to synthesize it. The reactants are: [NH2:1][C:2]1[CH:10]=[CH:9][CH:8]=[C:7]2[C:3]=1[C:4](=[O:20])[N:5]([CH:12]1[CH2:17][CH2:16][C:15](=[O:18])[NH:14][C:13]1=[O:19])[C:6]2=[O:11].[F:21][C:22]([F:33])([F:32])[C:23]1[CH:31]=[CH:30][C:26]([C:27](Cl)=[O:28])=[CH:25][CH:24]=1. (7) Given the product [CH2:44]([C@H:26]([NH:25][C:21]([C:14]1[N:11]2[CH2:12][CH2:13][N:8]([C:6]([O:5][C:1]([CH3:4])([CH3:2])[CH3:3])=[O:7])[CH2:9][C:10]2=[C:16]([C:17]([O:19][CH3:20])=[O:18])[CH:15]=1)=[O:23])[C@H:27]([OH:43])[CH2:28][NH:29][C:30]1([C:33]2[CH:38]=[CH:37][CH:36]=[C:35]([C:39]([F:40])([F:41])[F:42])[CH:34]=2)[CH2:31][CH2:32]1)[C:45]1[CH:50]=[CH:49][CH:48]=[CH:47][CH:46]=1, predict the reactants needed to synthesize it. The reactants are: [C:1]([O:5][C:6]([N:8]1[CH2:13][CH2:12][N:11]2[C:14]([C:21]([OH:23])=O)=[CH:15][C:16]([C:17]([O:19][CH3:20])=[O:18])=[C:10]2[CH2:9]1)=[O:7])([CH3:4])([CH3:3])[CH3:2].Cl.[NH2:25][C@@H:26]([CH2:44][C:45]1[CH:50]=[CH:49][CH:48]=[CH:47][CH:46]=1)[C@H:27]([OH:43])[CH2:28][NH:29][C:30]1([C:33]2[CH:38]=[CH:37][CH:36]=[C:35]([C:39]([F:42])([F:41])[F:40])[CH:34]=2)[CH2:32][CH2:31]1.OC1C2N=NNC=2C=CC=1.C(N(CC)C(C)C)(C)C.Cl.CN(C)CCCN=C=NCC.